The task is: Predict the product of the given reaction.. This data is from Forward reaction prediction with 1.9M reactions from USPTO patents (1976-2016). (1) Given the reactants [O-]CC.[Na+].[C:5]([O:9][C:10]([NH:12][CH:13]1[CH2:18][CH2:17][CH2:16][N:15]([C:19]([N:23]([CH2:28][C:29]([O:31][CH2:32][CH3:33])=[O:30])[CH2:24][C:25]#[C:26][CH3:27])=[N:20][C:21]#[N:22])[CH2:14]1)=[O:11])([CH3:8])([CH3:7])[CH3:6].Cl, predict the reaction product. The product is: [NH2:22][C:21]1[N:20]=[C:19]([N:15]2[CH2:16][CH2:17][CH2:18][CH:13]([NH:12][C:10]([O:9][C:5]([CH3:8])([CH3:6])[CH3:7])=[O:11])[CH2:14]2)[N:23]([CH2:24][C:25]#[C:26][CH3:27])[C:28]=1[C:29]([O:31][CH2:32][CH3:33])=[O:30]. (2) Given the reactants [I:1][C:2]1[CH:3]=[C:4]([CH:8]=[C:9]([I:12])[C:10]=1[OH:11])[C:5]([OH:7])=[O:6].[CH3:13]O, predict the reaction product. The product is: [CH3:13][O:6][C:5](=[O:7])[C:4]1[CH:3]=[C:2]([I:1])[C:10]([OH:11])=[C:9]([I:12])[CH:8]=1. (3) Given the reactants [F:1][C:2]1[CH:3]=[C:4]([CH:7]=[C:8]([F:11])[C:9]=1[OH:10])[C:5]#[N:6].C([O-])([O-])=O.[K+].[K+].[Br:18][CH2:19][CH2:20][CH2:21]Br, predict the reaction product. The product is: [Br:18][CH2:19][CH2:20][CH2:21][O:10][C:9]1[C:2]([F:1])=[CH:3][C:4]([C:5]#[N:6])=[CH:7][C:8]=1[F:11]. (4) Given the reactants [C:1]([C:4]1[C:8]([CH3:9])=[C:7]([C:10]2[CH:15]=[CH:14][N:13]=[CH:12][CH:11]=2)[NH:6][C:5]=1Br)(=[O:3])[CH3:2].[F:17][C:18]1[CH:23]=[CH:22][C:21](B(O)O)=[CH:20][CH:19]=1, predict the reaction product. The product is: [C:1]([C:4]1[C:8]([CH3:9])=[C:7]([C:10]2[CH:15]=[CH:14][N:13]=[CH:12][CH:11]=2)[NH:6][C:5]=1[C:21]1[CH:22]=[CH:23][C:18]([F:17])=[CH:19][CH:20]=1)(=[O:3])[CH3:2]. (5) The product is: [C:5]([C:4]1[CH:7]=[CH:8][C:9]([CH:11]([OH:12])[CH2:13][N:21]2[CH2:20][CH2:19][N:18]([C:22]([O:24][C:25]([CH3:26])([CH3:27])[CH3:28])=[O:23])[CH2:17][C@@H:16]2[CH2:15][OH:14])=[CH:10][C:3]=1[O:2][CH3:1])#[N:6]. Given the reactants [CH3:1][O:2][C:3]1[CH:10]=[C:9]([CH:11]2[CH2:13][O:12]2)[CH:8]=[CH:7][C:4]=1[C:5]#[N:6].[OH:14][CH2:15][C@@H:16]1[NH:21][CH2:20][CH2:19][N:18]([C:22]([O:24][C:25]([CH3:28])([CH3:27])[CH3:26])=[O:23])[CH2:17]1, predict the reaction product. (6) Given the reactants C([N:3]([CH2:6][CH3:7])[CH2:4][CH3:5])C.Cl[C:9]([O:11][CH2:12][C:13]1[CH:18]=[CH:17][CH:16]=[CH:15][CH:14]=1)=[O:10].C(=O)([O-])O.[Na+].O1[CH2:29][CH2:28]OCC1.[OH2:30], predict the reaction product. The product is: [OH:30][CH:7]1[CH:16]([C:15]2[CH:14]=[CH:13][CH:18]=[CH:17][C:28]=2[CH3:29])[CH2:5][CH2:4][N:3]([C:9]([O:11][CH2:12][C:13]2[CH:18]=[CH:17][CH:16]=[CH:15][CH:14]=2)=[O:10])[CH2:6]1. (7) Given the reactants [CH2:1]([C:3]1([CH2:7][O:8][CH2:9][CH2:10][CH2:11][CH2:12][CH2:13][CH2:14][O:15][C:16]2[CH:24]=[CH:23][C:19]([C:20]([OH:22])=[O:21])=[CH:18][CH:17]=2)[CH2:6][O:5][CH2:4]1)[CH3:2].[CH:34]1(N=C=N[CH:34]2[CH2:39][CH2:38][CH2:37][CH2:36][CH2:35]2)[CH2:39][CH2:38][CH2:37][CH2:36][CH2:35]1, predict the reaction product. The product is: [CH2:1]([C:3]1([CH2:7][O:8][CH2:9][CH2:10][CH2:11][CH2:12][CH2:13][CH2:14][O:15][C:16]2[CH:17]=[CH:18][C:19]([C:20]([O:22][C:34]3[C:39]4[C:38](=[CH:4][CH:3]=[CH:1][CH:2]=4)[C:37]([C:34]4[C:39]5[C:38](=[CH:9][CH:10]=[CH:11][CH:12]=5)[CH:37]=[CH:36][CH:35]=4)=[C:36]([O:22][C:20](=[O:21])[C:34]4[CH:35]=[CH:36][CH:37]=[CH:38][CH:39]=4)[CH:35]=3)=[O:21])=[CH:23][CH:24]=2)[CH2:6][O:5][CH2:4]1)[CH3:2]. (8) Given the reactants [C:1]([NH:5][C:6]([C:8]1[C:16]2[C:11](=[N:12][CH:13]=[C:14]([NH:17][C:18]3[CH:19]=[N:20][C:21]([CH3:24])=[CH:22][CH:23]=3)[N:15]=2)[N:10](COCC[Si](C)(C)C)[CH:9]=1)=[O:7])([CH3:4])([CH3:3])[CH3:2].FC(F)(F)C(O)=O.CO.[OH-].[NH4+], predict the reaction product. The product is: [C:1]([NH:5][C:6]([C:8]1[C:16]2[C:11](=[N:12][CH:13]=[C:14]([NH:17][C:18]3[CH:19]=[N:20][C:21]([CH3:24])=[CH:22][CH:23]=3)[N:15]=2)[NH:10][CH:9]=1)=[O:7])([CH3:4])([CH3:3])[CH3:2]. (9) Given the reactants [C:1]([O:7][CH2:8][N:9]1[C:13]2[N:14]=[N:15][CH:16]=[C:17](Cl)[C:12]=2[CH:11]=[CH:10]1)(=[O:6])[C:2]([CH3:5])([CH3:4])[CH3:3].[CH2:19]([O:21][CH:22]([N:24]1[CH:28]=[C:27](B2OC(C)(C)C(C)(C)O2)[CH:26]=[N:25]1)[CH3:23])[CH3:20].O.C([O-])([O-])=O.[K+].[K+], predict the reaction product. The product is: [C:1]([O:7][CH2:8][N:9]1[C:13]2[N:14]=[N:15][CH:16]=[C:17]([C:27]3[CH:26]=[N:25][N:24]([CH:22]([O:21][CH2:19][CH3:20])[CH3:23])[CH:28]=3)[C:12]=2[CH:11]=[CH:10]1)(=[O:6])[C:2]([CH3:5])([CH3:4])[CH3:3]. (10) Given the reactants Br[C:2]1[CH:7]=[CH:6][C:5]([Cl:8])=[CH:4][CH:3]=1.[Mg].[C:10](OC)(=[O:15])[C:11]([O:13][CH3:14])=[O:12].[Cl-].[NH4+], predict the reaction product. The product is: [CH3:14][O:13][C:11](=[O:12])[C:10]([C:2]1[CH:7]=[CH:6][C:5]([Cl:8])=[CH:4][CH:3]=1)=[O:15].